This data is from Full USPTO retrosynthesis dataset with 1.9M reactions from patents (1976-2016). The task is: Predict the reactants needed to synthesize the given product. (1) Given the product [CH3:13][C:8]1[CH:7]=[CH:6][C:5]2[C:10](=[CH:11][CH:12]=[C:3]([O:18][C:17]([F:27])([F:26])[F:16])[CH:4]=2)[N:9]=1, predict the reactants needed to synthesize it. The reactants are: FC(F)(F)[C:3]1[CH:4]=[C:5]2[C:10](=[CH:11][CH:12]=1)[N:9]=[C:8]([CH3:13])[CH:7]=[CH:6]2.[F:16][C:17]([F:27])([F:26])[O:18]C1C=CC(N)=CC=1. (2) Given the product [NH2:1][C:2]1[S:3][CH:4]=[C:5]([C:7]2[CH:8]=[CH:9][C:10]([NH:13][C:14]([CH2:16][N:17]([C:27]3[CH:28]=[CH:29][C:30]([O:31][CH2:32][C:33]([O-:35])=[O:34])=[CH:38][CH:39]=3)[C:18](=[O:26])[C:19]3[CH:20]=[CH:21][C:22]([F:25])=[CH:23][CH:24]=3)=[O:15])=[CH:11][CH:12]=2)[N:6]=1.[Na+:41], predict the reactants needed to synthesize it. The reactants are: [NH2:1][C:2]1[S:3][CH:4]=[C:5]([C:7]2[CH:12]=[CH:11][C:10]([NH:13][C:14]([CH2:16][N:17]([C:27]3[CH:39]=[CH:38][C:30]([O:31][CH2:32][C:33]([O:35]CC)=[O:34])=[CH:29][CH:28]=3)[C:18](=[O:26])[C:19]3[CH:24]=[CH:23][C:22]([F:25])=[CH:21][CH:20]=3)=[O:15])=[CH:9][CH:8]=2)[N:6]=1.[OH-].[Na+:41]. (3) Given the product [F:1][C:2]1[CH:7]=[CH:6][C:5]([NH:8][C:9]([O:11][CH:12]2[CH2:17][CH2:16][CH2:15][N:14]([C:18]([O:20][C:21]([CH3:24])([CH3:23])[CH3:22])=[O:19])[CH2:13]2)=[O:10])=[CH:4][CH:3]=1, predict the reactants needed to synthesize it. The reactants are: [F:1][C:2]1[CH:7]=[CH:6][C:5]([N:8]=[C:9]=[O:10])=[CH:4][CH:3]=1.[OH:11][CH:12]1[CH2:17][CH2:16][CH2:15][N:14]([C:18]([O:20][C:21]([CH3:24])([CH3:23])[CH3:22])=[O:19])[CH2:13]1.